This data is from Reaction yield outcomes from USPTO patents with 853,638 reactions. The task is: Predict the reaction yield, written as a fraction of the theoretical maximum amount of product (1.0 means a 100% yield; for example, 0.34 means a 34% yield). (1) The product is [C:1]1([C:7]2[CH:8]=[CH:9][C:10]([C:13]3[O:17][N:16]=[CH:15][C:14]=3[CH2:18][CH2:19][C:20]([O:22][CH3:28])=[O:21])=[CH:11][CH:12]=2)[CH:2]=[CH:3][CH:4]=[CH:5][CH:6]=1. The reactants are [C:1]1([C:7]2[CH:12]=[CH:11][C:10]([C:13]3[O:17][N:16]=[CH:15][C:14]=3[CH2:18][CH2:19][C:20]([OH:22])=[O:21])=[CH:9][CH:8]=2)[CH:6]=[CH:5][CH:4]=[CH:3][CH:2]=1.S(=O)(=O)(O)O.[CH3:28]O. The yield is 0.940. No catalyst specified. (2) The yield is 0.190. No catalyst specified. The reactants are [NH2:1][C:2]1[N:3]=[C:4]([NH:19][CH:20]2[CH2:25][CH2:24][NH:23][CH2:22][CH2:21]2)[C:5]2[N:11]=[C:10]([C:12]3[CH:17]=[CH:16][C:15]([F:18])=[CH:14][CH:13]=3)[CH:9]=[CH:8][C:6]=2[N:7]=1.[O:26]([CH2:33][C:34](Cl)=[O:35])[C:27]1[CH:32]=[CH:31][CH:30]=[CH:29][CH:28]=1. The product is [NH2:1][C:2]1[N:3]=[C:4]([NH:19][CH:20]2[CH2:25][CH2:24][N:23]([C:34](=[O:35])[CH2:33][O:26][C:27]3[CH:32]=[CH:31][CH:30]=[CH:29][CH:28]=3)[CH2:22][CH2:21]2)[C:5]2[N:11]=[C:10]([C:12]3[CH:13]=[CH:14][C:15]([F:18])=[CH:16][CH:17]=3)[CH:9]=[CH:8][C:6]=2[N:7]=1. (3) The reactants are [C:1]([NH:4][C@@H:5]([CH2:10][C:11]1[CH:16]=[CH:15][C:14]([C:17]2[C:18]3[C:23]([C:24]4[CH:25]=[CH:26][CH:27]=[CH:28][C:29]=4[CH:30]=2)=[CH:22][CH:21]=[CH:20][CH:19]=3)=[CH:13][CH:12]=1)[C:6]([O:8]C)=[O:7])(=[O:3])[CH3:2].O.[OH-].[Li+]. The catalyst is C1COCC1.O.O. The product is [C:1]([NH:4][C@@H:5]([CH2:10][C:11]1[CH:16]=[CH:15][C:14]([C:17]2[C:18]3[C:23]([C:24]4[CH:25]=[CH:26][CH:27]=[CH:28][C:29]=4[CH:30]=2)=[CH:22][CH:21]=[CH:20][CH:19]=3)=[CH:13][CH:12]=1)[C:6]([OH:8])=[O:7])(=[O:3])[CH3:2]. The yield is 0.550. (4) The reactants are Cl[CH2:2][C:3]([NH:5][C:6]1[N:7]=[C:8]2[CH:13]=[CH:12][C:11]([O:14][C:15]3[CH:16]=[C:17]([NH:21][C:22](=[O:33])[C:23]4[CH:28]=[CH:27][CH:26]=[C:25]([C:29]([F:32])([F:31])[F:30])[CH:24]=4)[CH:18]=[CH:19][CH:20]=3)=[N:10][N:9]2[CH:34]=1)=[O:4].[CH3:35][NH:36][CH3:37].C(=O)([O-])O.[Na+]. The catalyst is C(#N)C. The product is [CH3:35][N:36]([CH3:37])[CH2:2][C:3]([NH:5][C:6]1[N:7]=[C:8]2[CH:13]=[CH:12][C:11]([O:14][C:15]3[CH:16]=[C:17]([NH:21][C:22](=[O:33])[C:23]4[CH:28]=[CH:27][CH:26]=[C:25]([C:29]([F:32])([F:31])[F:30])[CH:24]=4)[CH:18]=[CH:19][CH:20]=3)=[N:10][N:9]2[CH:34]=1)=[O:4]. The yield is 0.700. (5) The reactants are C([SiH](C(C)C)C(C)C)(C)C.FC(F)(F)C(O)=O.[Cl:18][C:19]1[CH:20]=[C:21]([N:26]2[C:30](=[O:31])[O:29][N:28]=[C:27]2[C:32]2[C:36]([NH:37][CH2:38][CH2:39][NH:40]C(C3C=CC=CC=3)(C3C=CC=CC=3)C3C=CC=CC=3)=[N:35][O:34][N:33]=2)[CH:22]=[CH:23][C:24]=1[F:25]. No catalyst specified. The product is [ClH:18].[NH2:40][CH2:39][CH2:38][NH:37][C:36]1[C:32]([C:27]2[N:26]([C:21]3[CH:22]=[CH:23][C:24]([F:25])=[C:19]([Cl:18])[CH:20]=3)[C:30](=[O:31])[O:29][N:28]=2)=[N:33][O:34][N:35]=1. The yield is 0.980. (6) The reactants are [C:1]([O:5][C:6]([NH:8][C@@H:9]([CH2:13][CH:14]1[CH2:16][CH2:15]1)[C:10]([OH:12])=[O:11])=[O:7])([CH3:4])([CH3:3])[CH3:2].[C:17]([O-])([O-])=O.[K+].[K+]. The catalyst is CN(C=O)C. The product is [C:1]([O:5][C:6]([NH:8][C@@H:9]([CH2:13][CH:14]1[CH2:15][CH2:16]1)[C:10]([O:12][CH3:17])=[O:11])=[O:7])([CH3:4])([CH3:2])[CH3:3]. The yield is 0.890. (7) The reactants are [C:1]([C:4]1[C:9]([NH:10][C:11]([C:13]2[N:14]=[C:15]([NH:18][CH:19]([CH3:21])[CH3:20])[S:16][CH:17]=2)=O)=[C:8]([Cl:22])[C:7]([O:23][CH2:24][CH:25]([O:28][CH3:29])[O:26][CH3:27])=[CH:6][CH:5]=1)(=[O:3])[CH3:2].[H-].[Na+].CC(O)=O. The catalyst is C1(C)C=CC=CC=1.O. The product is [Cl:22][C:8]1[C:7]([O:23][CH2:24][CH:25]([O:28][CH3:29])[O:26][CH3:27])=[CH:6][CH:5]=[C:4]2[C:9]=1[N:10]=[C:11]([C:13]1[N:14]=[C:15]([NH:18][CH:19]([CH3:21])[CH3:20])[S:16][CH:17]=1)[CH:2]=[C:1]2[OH:3]. The yield is 0.860. (8) The reactants are [F:1][C:2]1[CH:7]=[CH:6][C:5]([N:8]2[C:16]3[C:11](=[CH:12][C:13]([CH:17]([C:24]4[CH:29]=[CH:28][CH:27]=[CH:26][CH:25]=4)[C:18]([CH3:23])([CH3:22])[C:19](O)=[O:20])=[CH:14][CH:15]=3)[CH:10]=[N:9]2)=[CH:4][CH:3]=1.[H-].[Al+3].[Li+].[H-].[H-].[H-].C(OCC)C. The catalyst is C1COCC1. The product is [F:1][C:2]1[CH:3]=[CH:4][C:5]([N:8]2[C:16]3[C:11](=[CH:12][C:13]([CH:17]([C:24]4[CH:25]=[CH:26][CH:27]=[CH:28][CH:29]=4)[C:18]([CH3:23])([CH3:22])[CH2:19][OH:20])=[CH:14][CH:15]=3)[CH:10]=[N:9]2)=[CH:6][CH:7]=1. The yield is 0.670. (9) The reactants are [Cl:1][C:2]1[C:3](/[CH:28]=[CH:29]/[C:30]2[CH:35]=[CH:34][C:33]([O:36][CH3:37])=[CH:32][C:31]=2[CH3:38])=[C:4]([C:8]2[N:13]=[C:12]([N:14]3[C:18]([C:19]([F:22])([F:21])[F:20])=[C:17]([C:23]([O:25][CH2:26][CH3:27])=[O:24])[CH:16]=[N:15]3)[CH:11]=[CH:10][CH:9]=2)[CH:5]=[CH:6][CH:7]=1. The catalyst is CO.[Pd]. The product is [Cl:1][C:2]1[C:3]([CH2:28][CH2:29][C:30]2[CH:35]=[CH:34][C:33]([O:36][CH3:37])=[CH:32][C:31]=2[CH3:38])=[C:4]([C:8]2[N:13]=[C:12]([N:14]3[C:18]([C:19]([F:22])([F:21])[F:20])=[C:17]([C:23]([O:25][CH2:26][CH3:27])=[O:24])[CH:16]=[N:15]3)[CH:11]=[CH:10][CH:9]=2)[CH:5]=[CH:6][CH:7]=1. The yield is 0.497. (10) The reactants are [F:1][C:2]1[CH:7]=[CH:6][C:5]([O:8][C:9]2[CH:14]=[CH:13][C:12]([N+:15]([O-])=O)=[CH:11][CH:10]=2)=[CH:4][C:3]=1[C:18]([F:21])([F:20])[F:19]. The catalyst is CO.[Pd]. The product is [F:1][C:2]1[CH:7]=[CH:6][C:5]([O:8][C:9]2[CH:10]=[CH:11][C:12]([NH2:15])=[CH:13][CH:14]=2)=[CH:4][C:3]=1[C:18]([F:19])([F:20])[F:21]. The yield is 0.950.